From a dataset of Full USPTO retrosynthesis dataset with 1.9M reactions from patents (1976-2016). Predict the reactants needed to synthesize the given product. (1) Given the product [CH3:1][S:2]([O-:5])(=[O:4])=[O:3].[CH3:20][N+:21]1[CH:25]=[CH:24][N:23]([CH:6]2[CH2:10][CH2:9][N:8]([C:11]3[CH:16]=[CH:15][C:14]([N+:17]([O-:19])=[O:18])=[CH:13][CH:12]=3)[CH2:7]2)[CH:22]=1, predict the reactants needed to synthesize it. The reactants are: [CH3:1][S:2]([O:5][CH:6]1[CH2:10][CH2:9][N:8]([C:11]2[CH:16]=[CH:15][C:14]([N+:17]([O-:19])=[O:18])=[CH:13][CH:12]=2)[CH2:7]1)(=[O:4])=[O:3].[CH3:20][N:21]1[CH:25]=[CH:24][N:23]=[CH:22]1. (2) Given the product [ClH:20].[ClH:20].[O:16]1[CH2:17][CH2:18][N:19]=[C:15]1[N:12]1[CH2:13][CH2:14][NH:9][CH2:10][CH2:11]1, predict the reactants needed to synthesize it. The reactants are: Br.C(OC([N:9]1[CH2:14][CH2:13][N:12]([C:15]2[O:16][CH2:17][CH2:18][N:19]=2)[CH2:11][CH2:10]1)=O)(C)(C)C.[ClH:20].